This data is from Forward reaction prediction with 1.9M reactions from USPTO patents (1976-2016). The task is: Predict the product of the given reaction. (1) Given the reactants [Br:1][C:2]1[C:3]([CH3:9])=[CH:4][C:5](Cl)=[N:6][CH:7]=1.[CH3:10][S-:11].[Na+], predict the reaction product. The product is: [Br:1][C:2]1[C:3]([CH3:9])=[CH:4][C:5]([S:11][CH3:10])=[N:6][CH:7]=1. (2) Given the reactants [CH3:1][O:2][C:3]1[C:4]([CH:9]=O)=[N:5][CH:6]=[CH:7][N:8]=1.[F:11][C:12]1[CH:17]=[CH:16][CH:15]=[CH:14][C:13]=1/[CH:18]=[CH:19]/[CH:20]1[CH2:25][CH2:24][NH:23][CH2:22][CH2:21]1.C(O[BH-](OC(=O)C)OC(=O)C)(=O)C.[Na+].C(=O)(O)[O-].[Na+], predict the reaction product. The product is: [F:11][C:12]1[CH:17]=[CH:16][CH:15]=[CH:14][C:13]=1/[CH:18]=[CH:19]/[CH:20]1[CH2:21][CH2:22][N:23]([CH2:9][C:4]2[C:3]([O:2][CH3:1])=[N:8][CH:7]=[CH:6][N:5]=2)[CH2:24][CH2:25]1. (3) Given the reactants [BH4-].[Li+].[OH:3][CH2:4][CH2:5][CH2:6][C:7]1([C:20](OCC2C=CC=CC=2)=[O:21])[CH2:12][CH2:11][N:10]([C:13]([O:15][C:16]([CH3:19])([CH3:18])[CH3:17])=[O:14])[CH2:9][CH2:8]1.Cl.C(=O)([O-])[O-].[Na+].[Na+], predict the reaction product. The product is: [OH:21][CH2:20][C:7]1([CH2:6][CH2:5][CH2:4][OH:3])[CH2:12][CH2:11][N:10]([C:13]([O:15][C:16]([CH3:17])([CH3:18])[CH3:19])=[O:14])[CH2:9][CH2:8]1. (4) Given the reactants Cl[C:2]1[CH:7]=[N:6][CH:5]=[C:4]([Cl:8])[N:3]=1.[CH:9]([N:12]1[CH2:17][CH2:16][NH:15][CH2:14][CH2:13]1)([CH3:11])[CH3:10].C(N(CC)CC)C, predict the reaction product. The product is: [Cl:8][C:4]1[CH:5]=[N:6][CH:7]=[C:2]([N:15]2[CH2:16][CH2:17][N:12]([CH:9]([CH3:11])[CH3:10])[CH2:13][CH2:14]2)[N:3]=1. (5) Given the reactants Cl[C:2]1[CH:7]=[C:6]([C:8]2[CH:13]=[CH:12][CH:11]=[C:10]([Cl:14])[CH:9]=2)[N:5]=[C:4]([NH2:15])[N:3]=1.[NH2:16][C:17]1[CH:22]=[CH:21][C:20]([C:23](=[O:25])[CH3:24])=[CH:19][CH:18]=1, predict the reaction product. The product is: [NH2:15][C:4]1[N:3]=[C:2]([NH:16][C:17]2[CH:22]=[CH:21][C:20]([C:23](=[O:25])[CH3:24])=[CH:19][CH:18]=2)[CH:7]=[C:6]([C:8]2[CH:13]=[CH:12][CH:11]=[C:10]([Cl:14])[CH:9]=2)[N:5]=1. (6) Given the reactants [N:1]1[C:5]2[CH:6]=[CH:7][CH:8]=[CH:9][C:4]=2[NH:3][C:2]=1[CH2:10][C:11]#[N:12].[CH2:13]([CH:20]([C:26]([CH3:28])=O)[C:21](OCC)=[O:22])[C:14]1[CH:19]=[CH:18][CH:17]=[CH:16][CH:15]=1.C([O-])(=O)C.[NH4+], predict the reaction product. The product is: [CH2:13]([C:20]1[C:21](=[O:22])[N:3]2[C:2]([NH:1][C:5]3[CH:6]=[CH:7][CH:8]=[CH:9][C:4]=32)=[C:10]([C:11]#[N:12])[C:26]=1[CH3:28])[C:14]1[CH:19]=[CH:18][CH:17]=[CH:16][CH:15]=1. (7) Given the reactants Br[CH:2]([CH2:4][Cl:5])[CH3:3].[OH-].[K+].[Cl:8][C:9]1[CH:14]=[CH:13][CH:12]=[CH:11][C:10]=1[SH:15].O, predict the reaction product. The product is: [Cl:8][C:9]1[CH:14]=[CH:13][CH:12]=[CH:11][C:10]=1[S:15][CH2:3][CH2:2][CH2:4][Cl:5]. (8) Given the reactants [Cl:1][C:2]1[CH:3]=[C:4]([NH:14][CH:15]2[CH2:20][CH2:19][O:18][CH2:17][CH2:16]2)[C:5]([CH2:12][CH3:13])=[C:6]([CH:11]=1)[C:7]([O:9]C)=[O:8].[CH:21](=O)[CH3:22].C(O)(=O)C.C(O[BH-](OC(=O)C)OC(=O)C)(=O)C.[Na+].C([O-])(O)=O.[Na+], predict the reaction product. The product is: [Cl:1][C:2]1[CH:3]=[C:4]([N:14]([CH2:21][CH3:22])[CH:15]2[CH2:20][CH2:19][O:18][CH2:17][CH2:16]2)[C:5]([CH2:12][CH3:13])=[C:6]([CH:11]=1)[C:7]([OH:9])=[O:8].